From a dataset of Full USPTO retrosynthesis dataset with 1.9M reactions from patents (1976-2016). Predict the reactants needed to synthesize the given product. (1) Given the product [F:1][C:2]1[CH:7]=[C:6]([C:33]2[CH:34]=[CH:35][CH:36]=[C:37]3[C:42]=2[N:41]=[CH:40][CH:39]=[CH:38]3)[CH:5]=[CH:4][C:3]=1[C@H:17]([NH:19][C:20]([C:22]1([NH:25][C:26](=[O:31])[C:27]([F:29])([F:30])[F:28])[CH2:23][CH2:24]1)=[O:21])[CH3:18], predict the reactants needed to synthesize it. The reactants are: [F:1][C:2]1[CH:7]=[C:6](B2OC(C)(C)C(C)(C)O2)[CH:5]=[CH:4][C:3]=1[C@H:17]([NH:19][C:20]([C:22]1([NH:25][C:26](=[O:31])[C:27]([F:30])([F:29])[F:28])[CH2:24][CH2:23]1)=[O:21])[CH3:18].Br[C:33]1[CH:34]=[CH:35][CH:36]=[C:37]2[C:42]=1[N:41]=[CH:40][CH:39]=[CH:38]2.C(=O)([O-])[O-].[Cs+].[Cs+].CCOC(C)=O. (2) Given the product [ClH:29].[C:1]([NH:5][C:6]1[N:10]2[CH:11]=[CH:12][CH:13]=[CH:14][C:9]2=[N:8][C:7]=1[C:15]1[S:16][C:17]([C:20]#[C:21][C:22]2[CH:27]=[CH:26][CH:25]=[CH:24][N:23]=2)=[CH:18][CH:19]=1)([CH3:4])([CH3:2])[CH3:3], predict the reactants needed to synthesize it. The reactants are: [C:1]([NH:5][C:6]1[N:10]2[CH:11]=[CH:12][CH:13]=[CH:14][C:9]2=[N:8][C:7]=1[C:15]1[S:16][C:17]([C:20]#[C:21][C:22]2[CH:27]=[CH:26][CH:25]=[CH:24][N:23]=2)=[CH:18][CH:19]=1)([CH3:4])([CH3:3])[CH3:2].O.[Cl:29][Si](C)(C)C. (3) The reactants are: [Cl:1][C:2]1[CH:3]=[C:4]([C:8]2[N:13]=[C:12]3[CH2:14][CH2:15][CH2:16][C:11]3=[C:10]([CH2:17][C:18]3[CH:23]=[CH:22][C:21]([CH2:24][C:25]([OH:27])=[O:26])=[CH:20][CH:19]=3)[CH:9]=2)[CH:5]=[CH:6][CH:7]=1.Cl.[CH3:29]O. Given the product [Cl:1][C:2]1[CH:3]=[C:4]([C:8]2[N:13]=[C:12]3[CH2:14][CH2:15][CH2:16][C:11]3=[C:10]([CH2:17][C:18]3[CH:19]=[CH:20][C:21]([CH2:24][C:25]([O:27][CH3:29])=[O:26])=[CH:22][CH:23]=3)[CH:9]=2)[CH:5]=[CH:6][CH:7]=1, predict the reactants needed to synthesize it. (4) Given the product [O:26]1[CH:30]=[CH:29][CH:28]=[C:27]1[C:4]([C:6]1[N:7]=[CH:8][N:9]([C:11]2[CH:12]=[C:13]([C:17]3[C:18]([C:23]#[N:24])=[CH:19][CH:20]=[CH:21][CH:22]=3)[CH:14]=[CH:15][CH:16]=2)[CH:10]=1)=[O:5], predict the reactants needed to synthesize it. The reactants are: CON(C)[C:4]([C:6]1[N:7]=[CH:8][N:9]([C:11]2[CH:12]=[C:13]([C:17]3[CH:22]=[CH:21][CH:20]=[CH:19][C:18]=3[C:23]#[N:24])[CH:14]=[CH:15][CH:16]=2)[CH:10]=1)=[O:5].[O:26]1[CH:30]=[CH:29][CH:28]=[CH:27]1. (5) Given the product [CH2:20]([O:19][P:15]([CH2:28][C:22]1[CH:27]=[CH:26][CH:25]=[CH:24][C:23]=1[N+:1]([O-:3])=[O:2])(=[O:14])[O:16][CH2:17][CH3:18])[CH3:21], predict the reactants needed to synthesize it. The reactants are: [N+:1](C(Br)C1C=CC=CC=1)([O-:3])=[O:2].C([O:14][P:15]([O:19][CH2:20][CH3:21])[O:16][CH2:17][CH3:18])C.[C:22]1([CH3:28])[CH:27]=[CH:26][CH:25]=[CH:24][CH:23]=1. (6) Given the product [Br:1][C:2]1[N:6]2[CH:7]=[C:8]([I:15])[CH:9]=[C:10]([C:11]([F:12])([F:13])[F:14])[C:5]2=[N:4][C:3]=1[C:16]([N:19]1[CH2:20][CH2:21][CH:22]([N:25]2[CH2:29][CH2:28][O:27][C:26]2=[O:30])[CH2:23][CH2:24]1)=[O:18], predict the reactants needed to synthesize it. The reactants are: [Br:1][C:2]1[N:6]2[CH:7]=[C:8]([I:15])[CH:9]=[C:10]([C:11]([F:14])([F:13])[F:12])[C:5]2=[N:4][C:3]=1[C:16]([OH:18])=O.[NH:19]1[CH2:24][CH2:23][CH:22]([N:25]2[CH2:29][CH2:28][O:27][C:26]2=[O:30])[CH2:21][CH2:20]1.C(N(CC)C(C)C)(C)C.CN(C(ON1N=NC2C=CC=NC1=2)=[N+](C)C)C.F[P-](F)(F)(F)(F)F. (7) Given the product [C:1]([O:5][C:6](=[O:23])[NH:7][C:8]1[CH:13]=[C:12]([O:14][CH2:15][C:16]([F:19])([F:18])[F:17])[CH:11]=[CH:10][C:9]=1[NH2:20])([CH3:4])([CH3:2])[CH3:3], predict the reactants needed to synthesize it. The reactants are: [C:1]([O:5][C:6](=[O:23])[NH:7][C:8]1[CH:13]=[C:12]([O:14][CH2:15][C:16]([F:19])([F:18])[F:17])[CH:11]=[CH:10][C:9]=1[N+:20]([O-])=O)([CH3:4])([CH3:3])[CH3:2]. (8) Given the product [CH:1]1([CH:4]([C:10]2[CH:15]=[CH:14][CH:13]=[C:12]([O:16][CH2:17][C:18]3[C:19]([O:38][CH3:39])=[N:20][C:21]([C:29]4[CH:34]=[C:33]([O:35][CH3:36])[CH:32]=[CH:31][C:30]=4[F:37])=[C:22]([O:24][CH2:25][CH:26]([CH3:27])[CH3:28])[CH:23]=3)[CH:11]=2)[CH2:5][C:6]([OH:8])=[O:7])[CH2:3][CH2:2]1, predict the reactants needed to synthesize it. The reactants are: [CH:1]1([CH:4]([C:10]2[CH:15]=[CH:14][CH:13]=[C:12]([O:16][CH2:17][C:18]3[C:19]([O:38][CH3:39])=[N:20][C:21]([C:29]4[CH:34]=[C:33]([O:35][CH3:36])[CH:32]=[CH:31][C:30]=4[F:37])=[C:22]([O:24][CH2:25][CH:26]([CH3:28])[CH3:27])[CH:23]=3)[CH:11]=2)[CH2:5][C:6]([O:8]C)=[O:7])[CH2:3][CH2:2]1.[OH-].[Na+].Cl. (9) Given the product [CH2:17]([O:16][C:14](=[O:15])[CH2:13][C:12]1[N:9]=[C:7]([CH:1]2[CH2:6][CH2:5][CH2:4][CH2:3][CH2:2]2)[O:8][CH:11]=1)[CH3:18], predict the reactants needed to synthesize it. The reactants are: [CH:1]1([C:7]([NH2:9])=[O:8])[CH2:6][CH2:5][CH2:4][CH2:3][CH2:2]1.Cl[CH2:11][C:12](=O)[CH2:13][C:14]([O:16][CH2:17][CH3:18])=[O:15].